Task: Predict the reactants needed to synthesize the given product.. Dataset: Full USPTO retrosynthesis dataset with 1.9M reactions from patents (1976-2016) (1) Given the product [C:1]([N:4]1[CH2:9][CH2:8][N:7]([C:10]2[CH:11]=[CH:12][C:13]([NH:16][C:17]([C:19]3[O:23][C:22]([NH:24][C:25]4[CH:26]=[C:27]([C:31]5[CH:32]=[CH:33][C:34]([C:37]([OH:39])=[O:38])=[CH:35][CH:36]=5)[CH:28]=[CH:29][CH:30]=4)=[N:21][N:20]=3)=[O:18])=[CH:14][CH:15]=2)[CH2:6][CH2:5]1)(=[O:3])[CH3:2], predict the reactants needed to synthesize it. The reactants are: [C:1]([N:4]1[CH2:9][CH2:8][N:7]([C:10]2[CH:15]=[CH:14][C:13]([NH:16][C:17]([C:19]3[O:23][C:22]([NH:24][C:25]4[CH:26]=[C:27]([C:31]5[CH:36]=[CH:35][C:34]([C:37]([O:39]C)=[O:38])=[CH:33][CH:32]=5)[CH:28]=[CH:29][CH:30]=4)=[N:21][N:20]=3)=[O:18])=[CH:12][CH:11]=2)[CH2:6][CH2:5]1)(=[O:3])[CH3:2].C(C1C=CC(NC2OC(C(NC3C=CC([C@H]4CC[C@H](CC(OC)=O)CC4)=CC=3)=O)=NN=2)=CC=1)C. (2) Given the product [NH2:17][C:9]1[C:8]2[N:18]=[C:5]([CH2:4][OH:3])[N:6]([NH:19][CH:20]([CH3:22])[CH3:21])[C:7]=2[C:16]2[CH:15]=[CH:14][CH:13]=[CH:12][C:11]=2[N:10]=1, predict the reactants needed to synthesize it. The reactants are: C([O:3][CH2:4][C:5]1[N:6]([NH:19][CH:20]([CH3:22])[CH3:21])[C:7]2[C:16]3[CH:15]=[CH:14][CH:13]=[CH:12][C:11]=3[N:10]=[C:9]([NH2:17])[C:8]=2[N:18]=1)C.B(Br)(Br)Br.Cl.[OH-].[Na+]. (3) Given the product [Br:23][C:20]1[CH:19]=[CH:18][C:17]([O:16][CH2:15][CH2:14][CH:13]2[CH2:12][O:25][CH2:24]2)=[CH:22][CH:21]=1, predict the reactants needed to synthesize it. The reactants are: CC1C=CC(S(O[CH2:12][CH:13]([CH2:24][OH:25])[CH2:14][CH2:15][O:16][C:17]2[CH:22]=[CH:21][C:20]([Br:23])=[CH:19][CH:18]=2)(=O)=O)=CC=1.C([Li])CCC. (4) The reactants are: [Br:1][C:2]1[CH:3]=[CH:4][C:5]2[N:6]([C:8]([C:11]([F:30])([F:29])[C:12]3[CH:13]=[CH:14][C:15]4[N:16]([CH:18]=[C:19]([NH:21]C(=O)OC(C)(C)C)[N:20]=4)[N:17]=3)=[N:9][N:10]=2)[CH:7]=1. Given the product [Br:1][C:2]1[CH:3]=[CH:4][C:5]2[N:6]([C:8]([C:11]([F:29])([F:30])[C:12]3[CH:13]=[CH:14][C:15]4[N:16]([CH:18]=[C:19]([NH2:21])[N:20]=4)[N:17]=3)=[N:9][N:10]=2)[CH:7]=1, predict the reactants needed to synthesize it. (5) Given the product [NH2:11][C:5]1[C:6]([N+:8]([O-:10])=[O:9])=[CH:7][C:2]([N:13]2[CH:18]=[CH:17][CH:16]=[CH:15][C:14]2=[O:19])=[CH:3][C:4]=1[CH3:12], predict the reactants needed to synthesize it. The reactants are: I[C:2]1[CH:7]=[C:6]([N+:8]([O-:10])=[O:9])[C:5]([NH2:11])=[C:4]([CH3:12])[CH:3]=1.[N:13]1[CH:18]=[CH:17][CH:16]=[CH:15][C:14]=1[O-:19].C([N+](CCCC)(CCCC)CCCC)CCC. (6) Given the product [NH:48]1[C:49]2[C:45](=[CH:44][C:43]([C:42]3[C:36]4[C:37](=[N:38][CH:39]=[C:34]([C:6]5[CH:5]=[CH:4][C:3]([CH2:2][N:24]6[CH2:25][CH2:26][N:21]([C:18](=[O:20])[CH3:19])[CH2:22][CH2:23]6)=[CH:8][CH:7]=5)[CH:35]=4)[NH:40][CH:41]=3)=[CH:51][CH:50]=2)[CH:46]=[CH:47]1, predict the reactants needed to synthesize it. The reactants are: Br[CH2:2][C:3]1[CH:8]=[CH:7][C:6](B2OC(C)(C)C(C)(C)O2)=[CH:5][CH:4]=1.[C:18]([N:21]1[CH2:26][CH2:25][NH:24][CH2:23][CH2:22]1)(=[O:20])[CH3:19].C([O-])([O-])=O.[K+].[K+].Br[C:34]1[CH:35]=[C:36]2[C:42]([C:43]3[CH:44]=[C:45]4[C:49](=[CH:50][CH:51]=3)[NH:48][CH:47]=[CH:46]4)=[CH:41][N:40](S(C3C=CC(C)=CC=3)(=O)=O)[C:37]2=[N:38][CH:39]=1. (7) Given the product [CH2:1]([N:3]1[CH2:7][CH2:6][C@H:5]([C:8]([NH:10][CH2:11][C:12]2[CH:17]=[C:16]([F:18])[CH:15]=[CH:14][C:13]=2[S:19]([NH:22][C:23]2[C:32]([C:33]([OH:35])=[O:34])=[C:31]3[C:26]([CH:27]4[CH2:37][CH:28]4[CH2:29][O:30]3)=[CH:25][CH:24]=2)(=[O:20])=[O:21])=[O:9])[CH2:4]1)[CH3:2], predict the reactants needed to synthesize it. The reactants are: [CH2:1]([N:3]1[CH2:7][CH2:6][C@H:5]([C:8]([NH:10][CH2:11][C:12]2[CH:17]=[C:16]([F:18])[CH:15]=[CH:14][C:13]=2[S:19]([NH:22][C:23]2[C:32]([C:33]([O:35]C)=[O:34])=[C:31]3[C:26]([CH:27]4[CH2:37][CH:28]4[CH2:29][O:30]3)=[CH:25][CH:24]=2)(=[O:21])=[O:20])=[O:9])[CH2:4]1)[CH3:2].O.[OH-].[Li+].O. (8) Given the product [Br:1][C:2]1[C:11]2[C:6](=[CH:7][CH:8]=[CH:9][CH:10]=2)[CH:5]=[C:4]([C:12]2[O:13][C:16](=[O:17])[S:18][N:14]=2)[CH:3]=1, predict the reactants needed to synthesize it. The reactants are: [Br:1][C:2]1[C:11]2[C:6](=[CH:7][CH:8]=[CH:9][CH:10]=2)[CH:5]=[C:4]([C:12]([NH2:14])=[O:13])[CH:3]=1.Cl[C:16]([S:18]Cl)=[O:17].O. (9) Given the product [C:21]1([C:17]2([C:15](=[O:16])[CH2:14][N:1]3[CH2:6][CH2:5][CH2:4][CH2:3][CH2:2]3)[CH2:20][CH2:19][CH2:18]2)[CH:26]=[CH:25][CH:24]=[CH:23][CH:22]=1, predict the reactants needed to synthesize it. The reactants are: [NH:1]1[CH2:6][CH2:5][CH2:4][CH2:3][CH2:2]1.C(=O)([O-])[O-].[K+].[K+].Br[CH2:14][C:15]([C:17]1([C:21]2[CH:26]=[CH:25][CH:24]=[CH:23][CH:22]=2)[CH2:20][CH2:19][CH2:18]1)=[O:16].[I-].[Na+].